The task is: Predict the reactants needed to synthesize the given product.. This data is from Full USPTO retrosynthesis dataset with 1.9M reactions from patents (1976-2016). (1) The reactants are: C([N:8](CC1C=CC=CC=1)[CH:9]1[CH2:12][CH:11]([C:13]([OH:16])([CH3:15])[CH3:14])[CH2:10]1)C1C=CC=CC=1.CC(O)=O.O. Given the product [NH2:8][CH:9]1[CH2:12][CH:11]([C:13]([OH:16])([CH3:15])[CH3:14])[CH2:10]1, predict the reactants needed to synthesize it. (2) Given the product [CH:1]1([C@@H:7]([NH:9][C:10]([C:12]2[C:21]3[C:16](=[CH:17][CH:18]=[CH:19][CH:20]=3)[N:15]=[C:14]([C:22]3[CH:27]=[CH:26][CH:25]=[CH:24][CH:23]=3)[C:13]=2[CH2:28][N:29]2[CH2:34][CH2:33][N:32]([C:35](=[N:38][C:39]#[N:40])[N:41]3[CH2:45][CH2:44][CH2:43][CH2:42]3)[CH2:31][CH2:30]2)=[O:11])[CH3:8])[CH2:6][CH2:5][CH2:4][CH2:3][CH2:2]1, predict the reactants needed to synthesize it. The reactants are: [CH:1]1([C@@H:7]([NH:9][C:10]([C:12]2[C:21]3[C:16](=[CH:17][CH:18]=[CH:19][CH:20]=3)[N:15]=[C:14]([C:22]3[CH:27]=[CH:26][CH:25]=[CH:24][CH:23]=3)[C:13]=2[CH2:28][N:29]2[CH2:34][CH2:33][N:32]([C:35](=[N:38][C:39]#[N:40])SC)[CH2:31][CH2:30]2)=[O:11])[CH3:8])[CH2:6][CH2:5][CH2:4][CH2:3][CH2:2]1.[NH:41]1[CH2:45][CH2:44][CH2:43][CH2:42]1.